This data is from Reaction yield outcomes from USPTO patents with 853,638 reactions. The task is: Predict the reaction yield, written as a fraction of the theoretical maximum amount of product (1.0 means a 100% yield; for example, 0.34 means a 34% yield). (1) The reactants are [NH2:1][C:2]1[CH:3]=[C:4]([C:11]([F:14])([F:13])[F:12])[C:5]([CH2:8][C:9]#[N:10])=[N:6][CH:7]=1.[CH2:15]([O:17][C:18]1[C:23](=[O:24])[NH:22][CH:21]=[C:20]([C:25]2[CH:30]=[CH:29][C:28]([CH2:31][C:32](O)=[O:33])=[C:27]([F:35])[CH:26]=2)[CH:19]=1)[CH3:16].C1C=CC2N(O)N=NC=2C=1.C(Cl)C[Cl:48].CCN(CC)CC. The catalyst is CN(C=O)C. The product is [ClH:48].[C:9]([CH2:8][C:5]1[N:6]=[CH:7][C:2]([NH:1][C:32](=[O:33])[CH2:31][C:28]2[CH:29]=[CH:30][C:25]([C:20]3[CH:19]=[C:18]([O:17][CH2:15][CH3:16])[C:23](=[O:24])[NH:22][CH:21]=3)=[CH:26][C:27]=2[F:35])=[CH:3][C:4]=1[C:11]([F:14])([F:12])[F:13])#[N:10]. The yield is 0.0240. (2) The reactants are [NH2:1][C:2]1[N:6]([C:7]2[CH:8]=[C:9]([CH:16]=[CH:17][C:18]=2[CH3:19])[C:10]([NH:12][CH:13]2[CH2:15][CH2:14]2)=[O:11])[N:5]=[C:4](OCC)[C:3]=1[C:23](=[O:30])[C:24]1[CH:29]=[CH:28][CH:27]=[CH:26][CH:25]=1.[Cu](C#N)[C:32]#[N:33].N.C(OCC)(=O)C. The product is [NH2:1][C:2]1[N:6]([C:7]2[CH:8]=[C:9]([CH:16]=[CH:17][C:18]=2[CH3:19])[C:10]([NH:12][CH:13]2[CH2:15][CH2:14]2)=[O:11])[N:5]=[CH:4][C:3]=1[C:23](=[O:30])[C:24]1[CH:25]=[CH:26][CH:27]=[C:28]([C:32]#[N:33])[CH:29]=1. The yield is 0.510. The catalyst is CN(C)C=O.